This data is from Full USPTO retrosynthesis dataset with 1.9M reactions from patents (1976-2016). The task is: Predict the reactants needed to synthesize the given product. (1) Given the product [C:18]([O:17][C:15](=[O:16])[NH:14][CH2:13][C:5]1([C:3](=[O:2])[NH2:28])[C:7]2([CH2:12][CH2:11][CH2:10][CH2:9][CH2:8]2)[CH2:6]1)([CH3:21])([CH3:20])[CH3:19], predict the reactants needed to synthesize it. The reactants are: C[O:2][C:3]([C:5]1([CH2:13][NH:14][C:15]([O:17][C:18]([CH3:21])([CH3:20])[CH3:19])=[O:16])[C:7]2([CH2:12][CH2:11][CH2:10][CH2:9][CH2:8]2)[CH2:6]1)=O.C1C=CC2N(O)N=[N:28]C=2C=1.CN1CCOCC1.C(Cl)CCl.[OH-].[NH4+]. (2) Given the product [F:35][C:11]1[C:12]([F:34])=[C:13]([O:16][C@H:17]2[CH2:22][CH2:21][CH2:20][CH2:19][C@@H:18]2[C:23]2[CH:24]=[N:25][NH:26][CH:27]=2)[CH:14]=[CH:15][C:10]=1[S:7]([NH:6][C:36]1[CH:41]=[CH:40][N:39]=[CH:38][N:37]=1)(=[O:8])=[O:9], predict the reactants needed to synthesize it. The reactants are: COC1C=C(OC)C=CC=1C[N:6]([C:36]1[CH:41]=[CH:40][N:39]=[CH:38][N:37]=1)[S:7]([C:10]1[CH:15]=[CH:14][C:13]([O:16][C@H:17]2[CH2:22][CH2:21][CH2:20][CH2:19][C@@H:18]2[C:23]2[CH:24]=[N:25][N:26](C3CCCCO3)[CH:27]=2)=[C:12]([F:34])[C:11]=1[F:35])(=[O:9])=[O:8].C([SiH](CC)CC)C.FC(F)(F)C(O)=O.ClCCl.